Dataset: Full USPTO retrosynthesis dataset with 1.9M reactions from patents (1976-2016). Task: Predict the reactants needed to synthesize the given product. (1) Given the product [OH:22][CH2:23][C:24]1[C:16]([N+:13]([O-:15])=[O:14])=[CH:17][CH:18]=[CH:19][C:20]=1[C:21]([C:2]1[N:3]=[CH:4][N:5]([S:7]([N:10]([CH3:12])[CH3:11])(=[O:9])=[O:8])[CH:6]=1)=[O:25], predict the reactants needed to synthesize it. The reactants are: I[C:2]1[N:3]=[CH:4][N:5]([S:7]([N:10]([CH3:12])[CH3:11])(=[O:9])=[O:8])[CH:6]=1.[N+:13]([C:16]1[C:24]2[CH2:23][O:22][C:21](=[O:25])[C:20]=2[CH:19]=[CH:18][CH:17]=1)([O-:15])=[O:14]. (2) Given the product [Br:24][CH2:16][C:5]1[CH:4]=[C:3]([O:2][CH3:1])[C:12]([N+:13]([O-:15])=[O:14])=[CH:11][C:6]=1[C:7]([O:9][CH3:10])=[O:8], predict the reactants needed to synthesize it. The reactants are: [CH3:1][O:2][C:3]1[C:12]([N+:13]([O-:15])=[O:14])=[CH:11][C:6]([C:7]([O:9][CH3:10])=[O:8])=[C:5]([CH3:16])[CH:4]=1.C1C(=O)N([Br:24])C(=O)C1.CC(N=NC(C#N)(C)C)(C#N)C.C(Cl)Cl. (3) Given the product [CH:16]1[C:14]([NH2:15])=[N:13][C:11](=[O:12])[N:10]([C@@H:3]2[O:4][C@H:5]([CH2:8][OH:9])[C@@H:6]([OH:7])[C:2]2([F:1])[F:18])[CH:17]=1.[ClH:19], predict the reactants needed to synthesize it. The reactants are: [F:1][C:2]1([F:18])[C@H:6]([OH:7])[C@@H:5]([CH2:8][OH:9])[O:4][C@H:3]1[N:10]1[CH:17]=[CH:16][C:14]([NH2:15])=[N:13][C:11]1=[O:12].[ClH:19]. (4) The reactants are: [BH4-].[Na+].[CH2:3]([O:5][C:6]([C:8]1[CH:12]=[C:11]([N:13]2[CH:17]=[CH:16][C:15]([CH:18]=[O:19])=[CH:14]2)[N:10]([C:20]2[CH:21]=[N:22][C:23]([O:26][CH3:27])=[CH:24][CH:25]=2)[N:9]=1)=[O:7])[CH3:4].[Cl-].[NH4+]. Given the product [CH2:3]([O:5][C:6]([C:8]1[CH:12]=[C:11]([N:13]2[CH:17]=[CH:16][C:15]([CH2:18][OH:19])=[CH:14]2)[N:10]([C:20]2[CH:21]=[N:22][C:23]([O:26][CH3:27])=[CH:24][CH:25]=2)[N:9]=1)=[O:7])[CH3:4], predict the reactants needed to synthesize it. (5) Given the product [Br:9][C:6]1[S:5][C:4]([C:7]#[N:8])=[CH:3][C:2]=1[CH3:1], predict the reactants needed to synthesize it. The reactants are: [CH3:1][C:2]1[CH:3]=[C:4]([C:7]#[N:8])[S:5][CH:6]=1.[Br:9]Br. (6) Given the product [C:1]([O:5][C:6]([N:8]([CH2:16][CH:17]=[CH2:18])[CH2:9][CH:10]([CH2:31][CH:30]=[CH2:29])[C:11]([O:13][CH2:14][CH3:15])=[O:12])=[O:7])([CH3:4])([CH3:3])[CH3:2], predict the reactants needed to synthesize it. The reactants are: [C:1]([O:5][C:6]([N:8]([CH2:16][CH:17]=[CH2:18])[CH2:9][CH2:10][C:11]([O:13][CH2:14][CH3:15])=[O:12])=[O:7])([CH3:4])([CH3:3])[CH3:2].C[Si]([N-][Si](C)(C)C)(C)C.[Li+].[CH2:29](Br)[CH:30]=[CH2:31]. (7) Given the product [CH2:24]([C@@H:6]([CH2:7][CH2:8][CH2:9][CH2:10][CH2:11][CH3:12])[C:5]([NH:4][CH:14]([C:16]1[CH:17]=[CH:18][CH:19]=[CH:20][CH:21]=1)[CH3:15])=[O:13])[CH:22]=[CH2:23], predict the reactants needed to synthesize it. The reactants are: C([N:4]([C@@H:14]([C:16]1[CH:21]=[CH:20][CH:19]=[CH:18][CH:17]=1)[CH3:15])[C:5](=[O:13])[CH2:6][CH2:7][CH2:8][CH2:9][CH2:10][CH2:11][CH3:12])C=C.[C:22]([Mg]Cl)(C)([CH3:24])[CH3:23].Cl. (8) Given the product [C:29]([OH:34])(=[O:33])[C:30]([OH:32])=[O:31].[NH2:1][C:2]1[N:7]2[CH:8]=[C:9]([CH2:11][CH3:12])[N:10]=[C:6]2[C:5]([C:13]([NH:15][CH2:16][CH:17]2[CH2:18][CH2:19][N:20]([CH2:23][CH:24]([OH:27])[CH2:25][CH3:26])[CH2:21][CH2:22]2)=[O:14])=[CH:4][C:3]=1[Cl:28], predict the reactants needed to synthesize it. The reactants are: [NH2:1][C:2]1[N:7]2[CH:8]=[C:9]([CH2:11][CH3:12])[N:10]=[C:6]2[C:5]([C:13]([NH:15][CH2:16][CH:17]2[CH2:22][CH2:21][N:20]([CH2:23][CH:24]([OH:27])[CH2:25][CH3:26])[CH2:19][CH2:18]2)=[O:14])=[CH:4][C:3]=1[Cl:28].[C:29]([OH:34])(=[O:33])[C:30]([OH:32])=[O:31]. (9) Given the product [CH2:1]([N:8]1[CH:12]=[C:11]([CH2:13][OH:14])[C:10]([O:18][CH2:19][C:20]2[CH:25]=[CH:24][C:23]([O:26][CH3:27])=[C:22]([O:28][CH2:29][C:30]3[N:31]=[C:32]([C:36]4[O:37][CH:38]=[CH:39][CH:40]=4)[O:33][C:34]=3[CH3:35])[CH:21]=2)=[N:9]1)[C:2]1[CH:3]=[CH:4][CH:5]=[CH:6][CH:7]=1, predict the reactants needed to synthesize it. The reactants are: [CH2:1]([N:8]1[CH:12]=[C:11]([C:13](OCC)=[O:14])[C:10]([O:18][CH2:19][C:20]2[CH:25]=[CH:24][C:23]([O:26][CH3:27])=[C:22]([O:28][CH2:29][C:30]3[N:31]=[C:32]([C:36]4[O:37][CH:38]=[CH:39][CH:40]=4)[O:33][C:34]=3[CH3:35])[CH:21]=2)=[N:9]1)[C:2]1[CH:7]=[CH:6][CH:5]=[CH:4][CH:3]=1.[H-].[Al+3].[Li+].[H-].[H-].[H-].O.O.O.O.O.O.O.O.O.O.S([O-])([O-])(=O)=O.[Na+].[Na+].